From a dataset of Full USPTO retrosynthesis dataset with 1.9M reactions from patents (1976-2016). Predict the reactants needed to synthesize the given product. Given the product [F:8][C:6]1[CH:5]=[CH:4][C:3]([S:9][CH3:10])=[C:2]([B:16]([OH:21])[OH:17])[CH:7]=1, predict the reactants needed to synthesize it. The reactants are: Br[C:2]1[CH:7]=[C:6]([F:8])[CH:5]=[CH:4][C:3]=1[S:9][CH3:10].[Li]CCCC.[B:16](OC(C)C)([O:21]C(C)C)[O:17]C(C)C.